This data is from Reaction yield outcomes from USPTO patents with 853,638 reactions. The task is: Predict the reaction yield, written as a fraction of the theoretical maximum amount of product (1.0 means a 100% yield; for example, 0.34 means a 34% yield). (1) The catalyst is C1COCC1. The product is [Br:3][C:4]1[N:9]=[CH:8][C:7]2[CH:10]=[C:11]([C:13]3[CH:17]=[N:16][N:15]([CH2:19][O:20][CH2:21][CH2:22][Si:23]([CH3:26])([CH3:25])[CH3:24])[CH:14]=3)[N:12]([CH2:19][O:20][CH2:21][CH2:22][Si:23]([CH3:26])([CH3:25])[CH3:24])[C:6]=2[CH:5]=1. The reactants are [H-].[Na+].[Br:3][C:4]1[N:9]=[CH:8][C:7]2[CH:10]=[C:11]([C:13]3[CH:14]=[N:15][NH:16][CH:17]=3)[NH:12][C:6]=2[CH:5]=1.Cl[CH2:19][O:20][CH2:21][CH2:22][Si:23]([CH3:26])([CH3:25])[CH3:24]. The yield is 0.360. (2) The reactants are [CH2:1]([O:8][C:9]1[CH:23]=[C:22]([O:24][CH2:25][C:26]2[CH:31]=[CH:30][CH:29]=[CH:28][CH:27]=2)[C:21]([C:32]([CH3:34])=[CH2:33])=[CH:20][C:10]=1[C:11]([N:13]([CH2:17][C:18]#[CH:19])[CH2:14][C:15]#[CH:16])=[O:12])[C:2]1[CH:7]=[CH:6][CH:5]=[CH:4][CH:3]=1.[CH2:35]([OH:39])[CH2:36][C:37]#[CH:38].CCCCCCC. The catalyst is C(OCC)(=O)C. The product is [CH2:1]([O:8][C:9]1[CH:23]=[C:22]([O:24][CH2:25][C:26]2[CH:27]=[CH:28][CH:29]=[CH:30][CH:31]=2)[C:21]([C:32]([CH3:34])=[CH2:33])=[CH:20][C:10]=1[C:11]([N:13]1[CH2:17][C:18]2[C:15](=[CH:16][CH:38]=[C:37]([CH2:36][CH2:35][OH:39])[CH:19]=2)[CH2:14]1)=[O:12])[C:2]1[CH:7]=[CH:6][CH:5]=[CH:4][CH:3]=1. The yield is 0.380. (3) The reactants are C(O)(=O)/C=C/C(O)=O.[S:9]1[CH:13]=[CH:12][C:11]2[CH:14]=[C:15]([CH:18]3[C:27]4[C:22](=[CH:23][C:24]([C:28]5[N:33]=[N:32][C:31]([N:34]([CH3:36])[CH3:35])=[CH:30][CH:29]=5)=[CH:25][CH:26]=4)[CH2:21][N:20]([CH3:37])[CH2:19]3)[CH:16]=[CH:17][C:10]1=2.N(C)C.CN(C=O)C. The catalyst is ClCCl. The product is [S:9]1[CH:13]=[CH:12][C:11]2[CH:14]=[C:15]([CH:18]3[C:27]4[C:22](=[CH:23][C:24]([C:28]5[N:33]=[N:32][C:31]([N:34]([CH3:36])[CH3:35])=[CH:30][CH:29]=5)=[CH:25][CH:26]=4)[CH2:21][N:20]([CH3:37])[CH2:19]3)[CH:16]=[CH:17][C:10]1=2. The yield is 0.980. (4) The reactants are Cl[CH2:2][C:3]1[O:4][C:5]2[CH:11]=[C:10]([C:12]3[C:20]4[C:15](=[CH:16][C:17]([F:21])=[CH:18][CH:19]=4)[N:14]([S:22]([C:25]4[CH:30]=[CH:29][CH:28]=[CH:27][CH:26]=4)(=[O:24])=[O:23])[CH:13]=3)[CH:9]=[CH:8][C:6]=2[N:7]=1.[NH:31]1[CH2:36][CH2:35][NH:34][CH2:33][CH2:32]1. The catalyst is CN(C=O)C. The product is [F:21][C:17]1[CH:16]=[C:15]2[C:20]([C:12]([C:10]3[CH:9]=[CH:8][C:6]4[N:7]=[C:3]([CH2:2][N:31]5[CH2:36][CH2:35][NH:34][CH2:33][CH2:32]5)[O:4][C:5]=4[CH:11]=3)=[CH:13][N:14]2[S:22]([C:25]2[CH:30]=[CH:29][CH:28]=[CH:27][CH:26]=2)(=[O:24])=[O:23])=[CH:19][CH:18]=1. The yield is 0.500. (5) The reactants are [CH3:1][O:2][C:3]([CH2:5][CH2:6][CH2:7][CH2:8][CH2:9][CH2:10][CH2:11][CH2:12][CH2:13][S:14][C:15]1[CH:23]=[CH:22][C:18]([C:19]([OH:21])=[O:20])=[CH:17][CH:16]=1)=[O:4].[C:24](OC(O[C:24]([CH3:27])([CH3:26])[CH3:25])N(C)C)([CH3:27])([CH3:26])[CH3:25]. The catalyst is C1(C)C=CC=CC=1. The product is [C:24]([O:20][C:19](=[O:21])[C:18]1[CH:17]=[CH:16][C:15]([S:14][CH2:13][CH2:12][CH2:11][CH2:10][CH2:9][CH2:8][CH2:7][CH2:6][CH2:5][C:3]([O:2][CH3:1])=[O:4])=[CH:23][CH:22]=1)([CH3:27])([CH3:26])[CH3:25]. The yield is 0.710. (6) The reactants are [CH2:1]([C@H:8]1[CH2:13][N:12]([C:14]2[CH:19]=[CH:18][C:17]([O:20][CH3:21])=[C:16]([O:22][CH:23]3[CH2:27][CH2:26][CH2:25][CH2:24]3)[CH:15]=2)[CH2:11][CH2:10][N:9]1[C:28](=[O:36])[CH2:29][CH2:30][C:31]([O:33]CC)=O)[C:2]1[CH:7]=[CH:6][CH:5]=[CH:4][CH:3]=1.[CH3:37][NH2:38].[C-]#N.[Na+]. The catalyst is CCO. The product is [CH2:1]([C@H:8]1[CH2:13][N:12]([C:14]2[CH:19]=[CH:18][C:17]([O:20][CH3:21])=[C:16]([O:22][CH:23]3[CH2:27][CH2:26][CH2:25][CH2:24]3)[CH:15]=2)[CH2:11][CH2:10][N:9]1[C:28](=[O:36])[CH2:29][CH2:30][C:31]([NH:38][CH3:37])=[O:33])[C:2]1[CH:7]=[CH:6][CH:5]=[CH:4][CH:3]=1. The yield is 0.830. (7) The reactants are [NH2:1][C:2]1[CH:10]=[C:9]([N+:11]([O-:13])=[O:12])[C:8]([O:14][CH3:15])=[CH:7][C:3]=1[C:4]([OH:6])=[O:5].[C:16](Cl)(Cl)=[O:17]. The catalyst is C(Cl)(Cl)Cl.O1CCCC1. The product is [CH3:15][O:14][C:8]1[C:9]([N+:11]([O-:13])=[O:12])=[CH:10][C:2]2[NH:1][C:16](=[O:17])[O:5][C:4](=[O:6])[C:3]=2[CH:7]=1. The yield is 1.00.